From a dataset of Full USPTO retrosynthesis dataset with 1.9M reactions from patents (1976-2016). Predict the reactants needed to synthesize the given product. (1) Given the product [CH3:13][O:14][C:15]1[C:20]([CH2:21][NH2:22])=[C:19]([CH3:23])[CH:18]=[C:17]([CH3:24])[N:16]=1, predict the reactants needed to synthesize it. The reactants are: [H-].[H-].[H-].[H-].[Li+].[Al+3].CC(OC)(C)C.[CH3:13][O:14][C:15]1[C:20]([C:21]#[N:22])=[C:19]([CH3:23])[CH:18]=[C:17]([CH3:24])[N:16]=1. (2) Given the product [CH2:1]([O:3][C:4](=[O:33])[C:5]1[CH:10]=[CH:9][C:8]([N:11]2[CH:15]=[C:14]([C:16]3[CH:21]=[CH:20][CH:19]=[C:18]([CH2:22][OH:23])[CH:17]=3)[C:13]([C:31]#[N:32])=[CH:12]2)=[CH:7][CH:6]=1)[CH3:2], predict the reactants needed to synthesize it. The reactants are: [CH2:1]([O:3][C:4](=[O:33])[C:5]1[CH:10]=[CH:9][C:8]([N:11]2[CH:15]=[C:14]([C:16]3[CH:21]=[CH:20][CH:19]=[C:18]([CH2:22][O:23]CC4C=CC=CC=4)[CH:17]=3)[C:13]([C:31]#[N:32])=[CH:12]2)=[CH:7][CH:6]=1)[CH3:2].C(=O)(O)[O-].[Na+].